This data is from Forward reaction prediction with 1.9M reactions from USPTO patents (1976-2016). The task is: Predict the product of the given reaction. (1) Given the reactants C(OC(N[C@@H](C(C)(C)C)C(O)=O)=O)(C)(C)C.C(OC(NC(C(C)(C)C)C(O)=O)=O)(C)(C)C.[NH2:33][C@H:34]1[C:42]2[C:37](=[CH:38][CH:39]=[CH:40][CH:41]=2)[CH2:36][C@H:35]1[OH:43].C(OC(=O)NC(C(=O)NC1C2C(=CC=CC=2)CC1O)C(C)(C)C)(C)(C)C.ClNC(=O)[O-].C([O:77][C:78]([C:80]1([NH:85][C:86]([CH:88]2[CH2:92][CH:91]([O:93][C:94]3[C:103]4[C:98](=[CH:99][C:100]([O:104][CH3:105])=[CH:101][CH:102]=4)[N:97]=[C:96]([C:106]4[CH:111]=[CH:110][CH:109]=[CH:108][CH:107]=4)[CH:95]=3)[CH2:90][N:89]2[C:112](=[O:132])[NH:113][CH:114]([C:119](=[O:131])NC2C3C(=CC=CC=3)CC2O)[C:115]([CH3:118])([CH3:117])[CH3:116])=[O:87])[CH2:82][CH:81]1[CH:83]=[CH2:84])=[O:79])C, predict the reaction product. The product is: [OH:43][C@@H:35]1[CH2:36][C:37]2[C:42](=[CH:41][CH:40]=[CH:39][CH:38]=2)[C@@H:34]1[NH:33][C:119]([C@@H:114]([NH:113][C:112]([N:89]1[CH2:90][C@H:91]([O:93][C:94]2[C:103]3[C:98](=[CH:99][C:100]([O:104][CH3:105])=[CH:101][CH:102]=3)[N:97]=[C:96]([C:106]3[CH:111]=[CH:110][CH:109]=[CH:108][CH:107]=3)[CH:95]=2)[CH2:92][C@H:88]1[C:86]([NH:85][C@:80]1([C:78]([OH:79])=[O:77])[CH2:82][C@H:81]1[CH:83]=[CH2:84])=[O:87])=[O:132])[C:115]([CH3:118])([CH3:117])[CH3:116])=[O:131]. (2) Given the reactants [OH:1][C:2]1[CH:3]=[C:4]([CH:8]=[CH:9][CH:10]=1)[C:5]([NH2:7])=[O:6].Br[CH2:12][C:13]([O:15][CH2:16][CH3:17])=[O:14].C([O-])([O-])=O.[K+].[K+], predict the reaction product. The product is: [C:5]([C:4]1[CH:3]=[C:2]([CH:10]=[CH:9][CH:8]=1)[O:1][CH2:12][C:13]([O:15][CH2:16][CH3:17])=[O:14])(=[O:6])[NH2:7]. (3) Given the reactants [C:1]([C:3]1[CH:4]=[C:5]([N:24]2[CH2:29][CH2:28][N:27]([CH2:30][CH3:31])[CH2:26][CH2:25]2)[CH:6]=[C:7]2[C:12]=1[N:11]=[CH:10][N:9]([C:13]1[CH:14]=[C:15]([CH:19]=[CH:20][C:21]=1[CH3:22])[C:16](O)=[O:17])[C:8]2=[O:23])#[N:2].[NH2:32][C:33]1[CH:37]=[CH:36][O:35][N:34]=1, predict the reaction product. The product is: [C:1]([C:3]1[CH:4]=[C:5]([N:24]2[CH2:25][CH2:26][N:27]([CH2:30][CH3:31])[CH2:28][CH2:29]2)[CH:6]=[C:7]2[C:12]=1[N:11]=[CH:10][N:9]([C:13]1[CH:14]=[C:15]([CH:19]=[CH:20][C:21]=1[CH3:22])[C:16]([NH:32][C:33]1[CH:37]=[CH:36][O:35][N:34]=1)=[O:17])[C:8]2=[O:23])#[N:2]. (4) Given the reactants [CH2:1]([NH:5][C:6]1[N:16]=[C:15]([C:17]([F:20])([F:19])[F:18])[CH:14]=[CH:13][C:7]=1[C:8]([O:10]CC)=[O:9])[CH:2]([CH3:4])[CH3:3].[OH-].[Na+], predict the reaction product. The product is: [CH2:1]([NH:5][C:6]1[N:16]=[C:15]([C:17]([F:20])([F:18])[F:19])[CH:14]=[CH:13][C:7]=1[C:8]([OH:10])=[O:9])[CH:2]([CH3:4])[CH3:3]. (5) The product is: [CH3:43][C:40]([O:39][CH2:38][C:31]1[C:30]([CH2:29][O:1][C:2]2[CH:3]=[C:4]3[C:8](=[CH:9][CH:10]=2)[N:7]([CH2:11][C:12]2[CH:13]=[C:14]([CH:19]=[CH:20][CH:21]=2)[C:15]([O:17][CH3:18])=[O:16])[CH:6]=[CH:5]3)=[C:34]([CH:35]([CH3:37])[CH3:36])[O:33][N:32]=1)([CH3:41])[CH3:42]. Given the reactants [OH:1][C:2]1[CH:3]=[C:4]2[C:8](=[CH:9][CH:10]=1)[N:7]([CH2:11][C:12]1[CH:13]=[C:14]([CH:19]=[CH:20][CH:21]=1)[C:15]([O:17][CH3:18])=[O:16])[CH:6]=[CH:5]2.C(=O)([O-])[O-].[Cs+].[Cs+].Cl[CH2:29][C:30]1[C:31]([CH2:38][O:39][C:40]([CH3:43])([CH3:42])[CH3:41])=[N:32][O:33][C:34]=1[CH:35]([CH3:37])[CH3:36].O.[Cl-].[Na+].O, predict the reaction product.